This data is from Peptide-MHC class I binding affinity with 185,985 pairs from IEDB/IMGT. The task is: Regression. Given a peptide amino acid sequence and an MHC pseudo amino acid sequence, predict their binding affinity value. This is MHC class I binding data. The peptide sequence is YLDMVLAFL. The MHC is HLA-A02:19 with pseudo-sequence HLA-A02:19. The binding affinity (normalized) is 1.00.